This data is from Forward reaction prediction with 1.9M reactions from USPTO patents (1976-2016). The task is: Predict the product of the given reaction. (1) Given the reactants [Cl-].[NH4+:2].C[Al](C)C.[Cl:7][C:8]1[CH:13]=[CH:12][C:11]([NH:14][C:15]([NH:17][C:18]2[CH:23]=[CH:22][C:21]([O:24][C:25]3[CH:30]=[CH:29][N:28]=[C:27]([C:31]#[N:32])[CH:26]=3)=[CH:20][CH:19]=2)=[O:16])=[CH:10][C:9]=1[C:33]([F:36])([F:35])[F:34], predict the reaction product. The product is: [Cl:7][C:8]1[CH:13]=[CH:12][C:11]([NH:14][C:15]([NH:17][C:18]2[CH:23]=[CH:22][C:21]([O:24][C:25]3[CH:30]=[CH:29][N:28]=[C:27]([C:31](=[NH:2])[NH2:32])[CH:26]=3)=[CH:20][CH:19]=2)=[O:16])=[CH:10][C:9]=1[C:33]([F:36])([F:34])[F:35]. (2) Given the reactants [CH3:1][O:2][C:3]1[CH:8]=[CH:7][C:6]([SH:9])=[CH:5][CH:4]=1.[CH3:10][O:11][C:12](=[O:23])[C:13]1[CH:18]=[CH:17][C:16](Cl)=[C:15]([N+:20]([O-:22])=[O:21])[CH:14]=1.O, predict the reaction product. The product is: [CH3:10][O:11][C:12](=[O:23])[C:13]1[CH:18]=[CH:17][C:16]([S:9][C:6]2[CH:7]=[CH:8][C:3]([O:2][CH3:1])=[CH:4][CH:5]=2)=[C:15]([N+:20]([O-:22])=[O:21])[CH:14]=1.